From a dataset of Full USPTO retrosynthesis dataset with 1.9M reactions from patents (1976-2016). Predict the reactants needed to synthesize the given product. (1) Given the product [Cl:44][C:45]1[C:50]([C:51]([NH:1][C:2]2[CH:37]=[CH:36][CH:35]=[C:4]([C:5](=[O:6])[NH:7][C:8]3[C:13]([CH3:14])=[CH:12][C:11]([C:15]([N:24]4[CH:28]=[C:27]([C:29]([F:32])([F:31])[F:30])[CH:26]=[N:25]4)([C:16]([F:18])([F:19])[F:17])[C:20]([F:21])([F:22])[F:23])=[CH:10][C:9]=3[CH2:33][CH3:34])[CH:3]=2)=[O:52])=[CH:49][CH:48]=[CH:47][N:46]=1, predict the reactants needed to synthesize it. The reactants are: [NH2:1][C:2]1[CH:3]=[C:4]([CH:35]=[CH:36][CH:37]=1)[C:5]([NH:7][C:8]1[C:13]([CH3:14])=[CH:12][C:11]([C:15]([N:24]2[CH:28]=[C:27]([C:29]([F:32])([F:31])[F:30])[CH:26]=[N:25]2)([C:20]([F:23])([F:22])[F:21])[C:16]([F:19])([F:18])[F:17])=[CH:10][C:9]=1[CH2:33][CH3:34])=[O:6].N1C=CC=CC=1.[Cl:44][C:45]1[C:50]([C:51](Cl)=[O:52])=[CH:49][CH:48]=[CH:47][N:46]=1.O. (2) Given the product [NH2:1][C:2]1[S:3][C:4]2[C:10]([C:11]3[CH:12]=[CH:13][C:14]([Cl:17])=[CH:15][CH:16]=3)=[C:9]([C@H:18]([O:21][C:22]([CH3:23])([CH3:25])[CH3:24])[C:19]([OH:27])=[O:20])[C:8]([CH3:26])=[CH:7][C:5]=2[N:6]=1, predict the reactants needed to synthesize it. The reactants are: [NH2:1][C:2]1[S:3][C:4]2[C:10]([C:11]3[CH:16]=[CH:15][C:14]([Cl:17])=[CH:13][CH:12]=3)=[C:9]([C@H:18]([O:21][C:22]([CH3:25])([CH3:24])[CH3:23])[CH2:19][OH:20])[C:8]([CH3:26])=[CH:7][C:5]=2[N:6]=1.[O-:27]S([O-])=O.[Na+].[Na+]. (3) Given the product [C:1]([O:4][C:5]1[CH:11]=[CH:10][CH:9]=[C:7]([O:8][CH2:20][CH:19]=[CH2:18])[CH:6]=1)(=[O:3])[CH3:2], predict the reactants needed to synthesize it. The reactants are: [C:1]([O:4][C:5]1[CH:11]=[CH:10][CH:9]=[C:7]([OH:8])[CH:6]=1)(=[O:3])[CH3:2].C([O-])([O-])=O.[K+].[K+].[CH2:18](Br)[CH:19]=[CH2:20]. (4) Given the product [CH3:5][CH:4]([CH3:6])[CH2:3][CH:2]([NH:1][C:10](=[O:18])[CH2:11][CH2:12][CH2:13][CH2:14][CH2:15][CH2:16][CH3:17])[C:7]([OH:9])=[O:8], predict the reactants needed to synthesize it. The reactants are: [NH2:1][C@H:2]([C:7]([OH:9])=[O:8])[CH2:3][CH:4]([CH3:6])[CH3:5].[C:10](O)(=[O:18])[CH2:11][CH2:12][CH2:13][CH2:14][CH2:15][CH2:16][CH3:17]. (5) Given the product [N:1]([C@@H:4]([C:8]1[N:9]([CH2:28][C:29]2[CH:34]=[CH:33][CH:32]=[CH:31][CH:30]=2)[C:10](=[O:21])[C:11]2[O:16][C:15]3[CH:17]=[CH:18][CH:19]=[CH:20][C:14]=3[C:12]=2[N:13]=1)[CH:5]([CH3:7])[CH3:6])=[N+:2]=[N-:3], predict the reactants needed to synthesize it. The reactants are: [N:1]([C@@H:4]([C:8]1[NH:9][C:10](=[O:21])[C:11]2[O:16][C:15]3[CH:17]=[CH:18][CH:19]=[CH:20][C:14]=3[C:12]=2[N:13]=1)[CH:5]([CH3:7])[CH3:6])=[N+:2]=[N-:3].C(=O)([O-])[O-].[Cs+].[Cs+].[CH2:28](Br)[C:29]1[CH:34]=[CH:33][CH:32]=[CH:31][CH:30]=1.